The task is: Regression. Given two drug SMILES strings and cell line genomic features, predict the synergy score measuring deviation from expected non-interaction effect.. This data is from NCI-60 drug combinations with 297,098 pairs across 59 cell lines. (1) Drug 1: C1CN1P(=S)(N2CC2)N3CC3. Drug 2: C1=CC=C(C(=C1)C(C2=CC=C(C=C2)Cl)C(Cl)Cl)Cl. Cell line: NCI/ADR-RES. Synergy scores: CSS=23.3, Synergy_ZIP=-3.27, Synergy_Bliss=-0.644, Synergy_Loewe=-5.90, Synergy_HSA=0.723. (2) Drug 1: CN(C)C1=NC(=NC(=N1)N(C)C)N(C)C. Drug 2: C(CC(=O)O)C(=O)CN.Cl. Cell line: COLO 205. Synergy scores: CSS=-6.91, Synergy_ZIP=-3.89, Synergy_Bliss=-21.2, Synergy_Loewe=-35.0, Synergy_HSA=-27.1. (3) Drug 1: C1=NC2=C(N1)C(=S)N=C(N2)N. Drug 2: CC1C(C(CC(O1)OC2CC(CC3=C2C(=C4C(=C3O)C(=O)C5=C(C4=O)C(=CC=C5)OC)O)(C(=O)CO)O)N)O.Cl. Cell line: UACC62. Synergy scores: CSS=68.7, Synergy_ZIP=-3.66, Synergy_Bliss=-5.57, Synergy_Loewe=-4.39, Synergy_HSA=-2.91. (4) Drug 1: CC(C)(C#N)C1=CC(=CC(=C1)CN2C=NC=N2)C(C)(C)C#N. Drug 2: COC1=C2C(=CC3=C1OC=C3)C=CC(=O)O2. Cell line: HOP-62. Synergy scores: CSS=2.76, Synergy_ZIP=7.56, Synergy_Bliss=7.02, Synergy_Loewe=4.28, Synergy_HSA=0.819. (5) Drug 1: CC1CCC2CC(C(=CC=CC=CC(CC(C(=O)C(C(C(=CC(C(=O)CC(OC(=O)C3CCCCN3C(=O)C(=O)C1(O2)O)C(C)CC4CCC(C(C4)OC)O)C)C)O)OC)C)C)C)OC. Drug 2: C1C(C(OC1N2C=NC3=C2NC=NCC3O)CO)O. Cell line: SK-OV-3. Synergy scores: CSS=16.5, Synergy_ZIP=-4.31, Synergy_Bliss=-0.912, Synergy_Loewe=-13.5, Synergy_HSA=-1.51. (6) Drug 1: CCC(=C(C1=CC=CC=C1)C2=CC=C(C=C2)OCCN(C)C)C3=CC=CC=C3.C(C(=O)O)C(CC(=O)O)(C(=O)O)O. Drug 2: CC12CCC3C(C1CCC2OP(=O)(O)O)CCC4=C3C=CC(=C4)OC(=O)N(CCCl)CCCl.[Na+]. Cell line: SW-620. Synergy scores: CSS=4.06, Synergy_ZIP=-1.37, Synergy_Bliss=-0.610, Synergy_Loewe=-2.98, Synergy_HSA=-1.62. (7) Drug 1: CC1=C(C(CCC1)(C)C)C=CC(=CC=CC(=CC(=O)O)C)C. Drug 2: CNC(=O)C1=NC=CC(=C1)OC2=CC=C(C=C2)NC(=O)NC3=CC(=C(C=C3)Cl)C(F)(F)F. Cell line: U251. Synergy scores: CSS=-2.86, Synergy_ZIP=13.5, Synergy_Bliss=11.5, Synergy_Loewe=7.61, Synergy_HSA=4.51. (8) Drug 1: CC1=C(N=C(N=C1N)C(CC(=O)N)NCC(C(=O)N)N)C(=O)NC(C(C2=CN=CN2)OC3C(C(C(C(O3)CO)O)O)OC4C(C(C(C(O4)CO)O)OC(=O)N)O)C(=O)NC(C)C(C(C)C(=O)NC(C(C)O)C(=O)NCCC5=NC(=CS5)C6=NC(=CS6)C(=O)NCCC[S+](C)C)O. Drug 2: C1=NNC2=C1C(=O)NC=N2. Cell line: CAKI-1. Synergy scores: CSS=25.3, Synergy_ZIP=5.63, Synergy_Bliss=6.35, Synergy_Loewe=-16.9, Synergy_HSA=0.885. (9) Drug 1: CC1OCC2C(O1)C(C(C(O2)OC3C4COC(=O)C4C(C5=CC6=C(C=C35)OCO6)C7=CC(=C(C(=C7)OC)O)OC)O)O. Drug 2: CC1=CC=C(C=C1)C2=CC(=NN2C3=CC=C(C=C3)S(=O)(=O)N)C(F)(F)F. Cell line: CAKI-1. Synergy scores: CSS=44.8, Synergy_ZIP=-1.93, Synergy_Bliss=-1.98, Synergy_Loewe=-22.5, Synergy_HSA=-0.336.